This data is from Forward reaction prediction with 1.9M reactions from USPTO patents (1976-2016). The task is: Predict the product of the given reaction. Given the reactants [Cl:1][C:2]1[CH:10]=[CH:9][C:5]([C:6]([OH:8])=[O:7])=[CH:4][C:3]=1[OH:11].OS(O)(=O)=O.[CH3:17]O, predict the reaction product. The product is: [Cl:1][C:2]1[CH:10]=[CH:9][C:5]([C:6]([O:8][CH3:17])=[O:7])=[CH:4][C:3]=1[OH:11].